Dataset: Reaction yield outcomes from USPTO patents with 853,638 reactions. Task: Predict the reaction yield, written as a fraction of the theoretical maximum amount of product (1.0 means a 100% yield; for example, 0.34 means a 34% yield). (1) The product is [NH2:1][C:2]1[C:9]([C:17]#[C:16][C:15]([CH3:19])([CH3:18])[CH3:14])=[CH:8][C:7]([N+:11]([O-:13])=[O:12])=[CH:6][C:3]=1[C:4]#[N:5]. The reactants are [NH2:1][C:2]1[C:9](Br)=[CH:8][C:7]([N+:11]([O-:13])=[O:12])=[CH:6][C:3]=1[C:4]#[N:5].[CH3:14][C:15]([CH3:19])([CH3:18])[C:16]#[CH:17]. The catalyst is CCN(CC)CC.[Cu]I.Cl[Pd](Cl)([P](C1C=CC=CC=1)(C1C=CC=CC=1)C1C=CC=CC=1)[P](C1C=CC=CC=1)(C1C=CC=CC=1)C1C=CC=CC=1. The yield is 0.710. (2) The product is [CH2:11]([N:30]([CH2:2][CH2:3][CH2:4][CH2:5][CH2:6][CH2:7][CH2:8][CH2:9][OH:10])[CH3:28])[C:12]1[CH:13]=[CH:14][CH:15]=[CH:16][CH:17]=1. The yield is 0.960. The reactants are Cl[CH2:2][CH2:3][CH2:4][CH2:5][CH2:6][CH2:7][CH2:8][CH2:9][OH:10].[CH2:11](CN)[C:12]1[CH:17]=[CH:16][CH:15]=[CH:14][CH:13]=1.C(=O)([O-])[O-].[Na+].[Na+].[I-].[Na+].[C:28](#[N:30])C. The catalyst is CC(OC)(C)C. (3) The reactants are [C:1]1([CH2:7][CH2:8][CH2:9][CH2:10][OH:11])[CH:6]=[CH:5][CH:4]=[CH:3][CH:2]=1.[H-].[Na+].[N+:14]([C:17]1[CH:18]=[C:19](Cl)[CH:20]=[CH:21][C:22]=1[N+:23]([O-:25])=[O:24])([O-:16])=[O:15]. The catalyst is C1COCC1. The product is [C:1]1([CH2:7][CH2:8][CH2:9][CH2:10][O:11][C:19]2[CH:20]=[CH:21][C:22]([N+:23]([O-:25])=[O:24])=[C:17]([N+:14]([O-:16])=[O:15])[CH:18]=2)[CH:6]=[CH:5][CH:4]=[CH:3][CH:2]=1. The yield is 0.720. (4) The reactants are P(Cl)(Cl)([Cl:3])=O.CN([CH:9]=[O:10])C.O[C:12]1[NH:17][C:16]([S:18][CH3:19])=[N:15]C(=O)C=1.Cl[CH:22]=[C:23]([Cl:25])Cl. No catalyst specified. The product is [Cl:25][C:23]1[C:22]([CH:9]=[O:10])=[C:12]([Cl:3])[N:17]=[C:16]([S:18][CH3:19])[N:15]=1. The yield is 0.610. (5) The reactants are Br[C:2]1[CH:3]=[C:4]([NH:10][C:11]2[CH:16]=[CH:15][C:14]([N:17]3[CH2:22][CH2:21][N:20]([CH3:23])[CH2:19][C@H:18]3[CH3:24])=[CH:13][N:12]=2)[C:5](=[O:9])[N:6]([CH3:8])[CH:7]=1.[C:25]([O:28][CH2:29][C:30]1[C:35](B2OC(C)(C)C(C)(C)O2)=[CH:34][C:33]([F:45])=[CH:32][C:31]=1[N:46]1[CH2:58][CH2:57][N:49]2[C:50]3[CH2:51][CH2:52][CH2:53][CH2:54][C:55]=3[CH:56]=[C:48]2[C:47]1=[O:59])(=[O:27])[CH3:26].C([O-])([O-])=O.[Na+].[Na+]. The catalyst is CN(C=O)C.[Cl-].[Na+].O.C1C=CC(P(C2C=CC=CC=2)[C-]2C=CC=C2)=CC=1.C1C=CC(P(C2C=CC=CC=2)[C-]2C=CC=C2)=CC=1.Cl[Pd]Cl.[Fe+2]. The product is [C:25]([O:28][CH2:29][C:30]1[C:31]([N:46]2[CH2:58][CH2:57][N:49]3[C:50]4[CH2:51][CH2:52][CH2:53][CH2:54][C:55]=4[CH:56]=[C:48]3[C:47]2=[O:59])=[CH:32][C:33]([F:45])=[CH:34][C:35]=1[C:2]1[CH:3]=[C:4]([NH:10][C:11]2[CH:16]=[CH:15][C:14]([N:17]3[CH2:22][CH2:21][N:20]([CH3:23])[CH2:19][C@H:18]3[CH3:24])=[CH:13][N:12]=2)[C:5](=[O:9])[N:6]([CH3:8])[CH:7]=1)(=[O:27])[CH3:26]. The yield is 0.520. (6) The reactants are C(O[BH-](OC(=O)C)OC(=O)C)(=O)C.[Na+].FC(F)(F)C([O-])=O.[CH2:22]([O:24][C:25]([CH2:27][O:28][C:29]1[C:33]2[S:34][C:35]3[CH:36]=[C:37]([NH3+:41])[CH:38]=[CH:39][C:40]=3[C:32]=2[S:31][C:30]=1[C:42]([O:44][CH3:45])=[O:43])=[O:26])[CH3:23].[CH:46](=O)[C:47]1[CH:52]=[CH:51][CH:50]=[CH:49][CH:48]=1.C(O)(=O)C. The catalyst is ClCCCl.C(Cl)Cl. The product is [CH3:45][O:44][C:42]([C:30]1[S:31][C:32]2[C:40]3[CH:39]=[CH:38][C:37]([NH:41][CH2:46][C:47]4[CH:52]=[CH:51][CH:50]=[CH:49][CH:48]=4)=[CH:36][C:35]=3[S:34][C:33]=2[C:29]=1[O:28][CH2:27][C:25]([O:24][CH2:22][CH3:23])=[O:26])=[O:43]. The yield is 0.810. (7) The product is [Cl:11][C:10]1[C:2]([NH:1][C:17]([NH:16][CH2:15][CH2:14][CH2:13][Cl:12])=[O:18])=[C:3]([CH:7]=[CH:8][CH:9]=1)[C:4]([OH:6])=[O:5]. The yield is 0.500. The reactants are [NH2:1][C:2]1[C:10]([Cl:11])=[CH:9][CH:8]=[CH:7][C:3]=1[C:4]([OH:6])=[O:5].[Cl:12][CH2:13][CH2:14][CH2:15][N:16]=[C:17]=[O:18].[N-]=C=O. The catalyst is Cl. (8) The reactants are FC(F)(F)S(O[C:7]1[CH:20]=[C:19]2[C:10]([O:11][C:12]3[CH:13]=[CH:14][C:15]([C:27]4[C:28]([F:33])=[N:29][CH:30]=[CH:31][CH:32]=4)=[CH:16][C:17]=3[C:18]32[N:25]=[C:24]([NH2:26])[CH2:23][O:22][CH2:21]3)=[C:9]([F:34])[CH:8]=1)(=O)=O.BrC1C=C2[C:51]3([N:56]=[C:55](N)[CH2:54][O:53][CH2:52]3)C3C=C(Cl)N=CC=3OC2=CC=1.N1CCOCC1.[Li+].C[Si]([N-][Si](C)(C)C)(C)C. The yield is 0.551. The product is [F:34][C:9]1[C:10]2[O:11][C:12]3[C:17](=[CH:16][C:15]([C:27]4[C:28]([F:33])=[N:29][CH:30]=[CH:31][CH:32]=4)=[CH:14][CH:13]=3)[C:18]3([N:25]=[C:24]([NH2:26])[CH2:23][O:22][CH2:21]3)[C:19]=2[CH:20]=[C:7]([N:56]2[CH2:51][CH2:52][O:53][CH2:54][CH2:55]2)[CH:8]=1. The catalyst is C1COCC1. (9) The reactants are [C:1]([C:3]1[C:12]2[C:7](=[CH:8][CH:9]=[CH:10][CH:11]=2)[C:6](F)=[CH:5][CH:4]=1)#[N:2].[OH:14][C:15]1([C:21]2[CH:26]=[CH:25][CH:24]=[CH:23][CH:22]=2)[CH2:20][CH2:19][NH:18][CH2:17][CH2:16]1. The catalyst is N1C=CC=CC=1. The product is [OH:14][C:15]1([C:21]2[CH:26]=[CH:25][CH:24]=[CH:23][CH:22]=2)[CH2:20][CH2:19][N:18]([C:6]2[C:7]3[C:12](=[CH:11][CH:10]=[CH:9][CH:8]=3)[C:3]([C:1]#[N:2])=[CH:4][CH:5]=2)[CH2:17][CH2:16]1. The yield is 0.360. (10) The catalyst is C1COCC1. The yield is 0.170. The product is [C:10]([O:14][C:15]([N:17]1[CH2:22][CH2:21][CH:20]([S:23]([C:26]2[CH:31]=[CH:30][C:29]([NH:32][C:33](=[O:36])[CH:34]=[CH2:35])=[CH:28][CH:27]=2)(=[O:25])=[O:24])[CH2:19][CH2:18]1)=[O:16])([CH3:13])([CH3:11])[CH3:12]. The reactants are C(N(C(C)C)CC)(C)C.[C:10]([O:14][C:15]([N:17]1[CH2:22][CH2:21][CH:20]([S:23]([C:26]2[CH:31]=[CH:30][C:29]([NH2:32])=[CH:28][CH:27]=2)(=[O:25])=[O:24])[CH2:19][CH2:18]1)=[O:16])([CH3:13])([CH3:12])[CH3:11].[C:33](Cl)(=[O:36])[CH:34]=[CH2:35].